From a dataset of Forward reaction prediction with 1.9M reactions from USPTO patents (1976-2016). Predict the product of the given reaction. (1) Given the reactants [Si]([O:18][C@H:19]1[CH2:24][CH2:23][C@@:22]([C@H:26]2[CH2:34][CH2:33][C@@:32]3([CH3:35])[C@@H:28]([CH2:29][CH2:30][C:31]3=[CH2:36])[C@@H:27]2[OH:37])([CH3:25])[C@@H:21]([CH2:38][CH2:39][O:40][C:41]2[CH:46]=[CH:45][CH:44]=[CH:43][N:42]=2)[CH2:20]1)(C(C)(C)C)(C1C=CC=CC=1)C1C=CC=CC=1.CCCC[N+](CCCC)(CCCC)CCCC.[F-], predict the reaction product. The product is: [OH:18][C@H:19]1[CH2:24][CH2:23][C@@:22]([C@H:26]2[CH2:34][CH2:33][C@@:32]3([CH3:35])[C@@H:28]([CH2:29][CH2:30][C:31]3=[CH2:36])[C@@H:27]2[OH:37])([CH3:25])[C@@H:21]([CH2:38][CH2:39][O:40][C:41]2[CH:46]=[CH:45][CH:44]=[CH:43][N:42]=2)[CH2:20]1. (2) Given the reactants Cl[C:2]1[CH:3]=[CH:4][C:5]2[N:6]([CH:8]=[CH:9][C:10](=[O:24])[C:11]=2[C:12]2[CH:13]=[C:14]([CH:19]=[CH:20][C:21]=2[O:22][CH3:23])[C:15]([O:17][CH3:18])=[O:16])[N:7]=1.C([O-])([O-])=O.[Cs+].[Cs+].[F:31][C:32]1[CH:37]=[C:36]([F:38])[CH:35]=[CH:34][C:33]=1[OH:39], predict the reaction product. The product is: [F:31][C:32]1[CH:37]=[C:36]([F:38])[CH:35]=[CH:34][C:33]=1[O:39][C:2]1[CH:3]=[CH:4][C:5]2[N:6]([CH:8]=[CH:9][C:10](=[O:24])[C:11]=2[C:12]2[CH:13]=[C:14]([CH:19]=[CH:20][C:21]=2[O:22][CH3:23])[C:15]([O:17][CH3:18])=[O:16])[N:7]=1. (3) The product is: [CH3:8][O:7][C:1]1[CH:6]=[CH:5][C:4]([C:9]([C:10]2[CH:15]=[CH:14][CH:13]=[CH:12][CH:11]=2)=[O:16])=[CH:3][CH:2]=1. Given the reactants [C:1]1([O:7][CH3:8])[CH:6]=[CH:5][CH:4]=[CH:3][CH:2]=1.[C:9](O[C:9](=[O:16])[C:10]1[CH:15]=[CH:14][CH:13]=[CH:12][CH:11]=1)(=[O:16])[C:10]1[CH:15]=[CH:14][CH:13]=[CH:12][CH:11]=1.FC(F)(F)S([O-])(=O)=O.C([N+]1C=CN(C)C=1)C, predict the reaction product.